From a dataset of Tyrosyl-DNA phosphodiesterase HTS with 341,365 compounds. Binary Classification. Given a drug SMILES string, predict its activity (active/inactive) in a high-throughput screening assay against a specified biological target. (1) The drug is S(c1n(Cc2ccccc2)c(nn1)c1occc1)CC(=O)c1ccc(F)cc1. The result is 0 (inactive). (2) The drug is S(=O)(=O)(NCC1CCC(CC1)C(=O)N(Cc1ccccc1)C)c1ccc(cc1)C. The result is 0 (inactive). (3) The drug is S\1C(=S)N(C(C(=O)Nc2cc(c(O)cc2)C(O)=O)C)C(=O)C1=C/c1sccc1. The result is 0 (inactive).